Task: Regression/Classification. Given a drug SMILES string, predict its absorption, distribution, metabolism, or excretion properties. Task type varies by dataset: regression for continuous measurements (e.g., permeability, clearance, half-life) or binary classification for categorical outcomes (e.g., BBB penetration, CYP inhibition). For this dataset (clearance_microsome_az), we predict log10(clearance) (log10 of the in vitro intrinsic clearance, CLint, in uL/min per mg of human liver microsomal protein, equivalently mL/min/g; values are censored to the assay range of 3 to 150, which is 0.477 to 2.18 on this log10 scale).. Dataset: Microsomal clearance measurements from AstraZeneca (1) The molecule is COc1ccnc(CCc2nc3cccnc3[nH]2)c1. The log10(clearance) is 0.480. (2) The molecule is CC(=O)Nc1ccc(CC(=O)N(C)C2CCN(CCC(c3ccccc3)c3ccccc3)CC2)cc1. The log10(clearance) is 1.41. (3) The molecule is CNC(=O)c1cccc(NC(=O)Nc2cccc(C#N)c2)c1CN1CCC(Cc2ccc(F)cc2)CC1. The log10(clearance) is 1.15. (4) The drug is NS(=O)(=O)c1cc(C(=O)O)c(NCc2ccco2)cc1Cl. The log10(clearance) is 0.800. (5) The drug is C[C@H](CO)Nc1nc(SCc2ccco2)nc2nc(N)sc12. The log10(clearance) is 0.700. (6) The molecule is O=c1[nH]c2c(O)ccc([C@@H](O)CNCCc3ccc(CNCCc4ccccc4F)cc3)c2s1. The log10(clearance) is 1.34.